From a dataset of Reaction yield outcomes from USPTO patents with 853,638 reactions. Predict the reaction yield, written as a fraction of the theoretical maximum amount of product (1.0 means a 100% yield; for example, 0.34 means a 34% yield). (1) The reactants are [C:1]([CH:8]([NH2:14])[CH2:9][O:10][CH2:11][CH2:12][OH:13])([O:3][C:4]([CH3:7])([CH3:6])[CH3:5])=[O:2].CC(C)([O-])C.[K+].C(O)(C)(C)C.Br[CH2:27][C:28]([O:30][CH2:31][CH3:32])=[O:29].Cl. The catalyst is C1(C)C=CC=CC=1. The product is [CH2:31]([O:30][C:28](=[O:29])[CH2:27][O:13][CH2:12][CH2:11][O:10][CH2:9][CH:8]([NH2:14])[C:1]([O:3][C:4]([CH3:6])([CH3:7])[CH3:5])=[O:2])[CH3:32]. The yield is 0.630. (2) The reactants are [CH3:1][C@@H:2]1[CH2:8][C:7]2[CH:9]=[C:10]3[O:15][CH2:14][O:13][C:11]3=[CH:12][C:6]=2[C:5]([C:16]2[CH:21]=[CH:20][C:19]([N+:22]([O-:24])=[O:23])=[CH:18][CH:17]=2)=[N:4][N:3]1[C:25]([NH:27][NH:28][C:29](=[O:31])[CH3:30])=S.C(O)C. The catalyst is ClCCl.C([O-])(=O)C.[Hg+2].C([O-])(=O)C. The product is [CH3:1][C@@H:2]1[CH2:8][C:7]2[CH:9]=[C:10]3[O:15][CH2:14][O:13][C:11]3=[CH:12][C:6]=2[C:5]([C:16]2[CH:21]=[CH:20][C:19]([N+:22]([O-:24])=[O:23])=[CH:18][CH:17]=2)=[N:4][N:3]1[C:25]1[O:31][C:29]([CH3:30])=[N:28][N:27]=1. The yield is 0.510. (3) The yield is 0.437. The catalyst is C(OCC)(=O)C. The product is [N:9]1([C:2]2[N:3]=[CH:4][C:5]([NH2:8])=[N:6][CH:7]=2)[CH2:13][CH2:12][CH2:11][CH2:10]1. The reactants are Br[C:2]1[N:3]=[CH:4][C:5]([NH2:8])=[N:6][CH:7]=1.[NH:9]1[CH2:13][CH2:12][CH2:11][CH2:10]1.